This data is from Full USPTO retrosynthesis dataset with 1.9M reactions from patents (1976-2016). The task is: Predict the reactants needed to synthesize the given product. Given the product [ClH:28].[ClH:28].[NH2:11][C@@H:9]1[CH2:10][C@H:8]1[C:5]1[CH:6]=[CH:7][C:2]([F:1])=[C:3]([CH:4]=1)[C:19]([NH:20][C:21]1[CH:22]=[N:23][N:24]([CH3:26])[CH:25]=1)=[O:27], predict the reactants needed to synthesize it. The reactants are: [F:1][C:2]1[CH:7]=[CH:6][C:5]([C@@H:8]2[CH2:10][C@H:9]2[NH:11]C(=O)OC(C)(C)C)=[CH:4][C:3]=1[C:19](=[O:27])[NH:20][C:21]1[CH:22]=[N:23][N:24]([CH3:26])[CH:25]=1.[ClH:28].C(OCC)(=O)C.